Predict the reactants needed to synthesize the given product. From a dataset of Full USPTO retrosynthesis dataset with 1.9M reactions from patents (1976-2016). (1) Given the product [N+:19]([C:22]1[CH:27]=[CH:26][CH:25]=[CH:24][C:23]=1[CH:28]1[CH2:37][CH2:36][C:35]2[C:30](=[CH:31][CH:32]=[C:33]([OH:39])[CH:34]=2)[O:29]1)([O-:21])=[O:20], predict the reactants needed to synthesize it. The reactants are: FC1C=C(C2CCC3C(=CC=C(O)C=3)O2)C=CC=1.[N+:19]([C:22]1[CH:27]=[CH:26][CH:25]=[CH:24][C:23]=1[CH:28]1[CH2:37][CH:36](O)[C:35]2[C:30](=[CH:31][CH:32]=[C:33]([OH:39])[CH:34]=2)[O:29]1)([O-:21])=[O:20]. (2) Given the product [CH3:14][C:13]1([CH3:18])[O:8][CH:2]([CH:3]([OH:25])[CH2:4][CH2:5][CH3:6])[CH2:1][O:9]1, predict the reactants needed to synthesize it. The reactants are: [CH2:1]([OH:9])[CH:2]([OH:8])[CH2:3][CH2:4][CH2:5][CH2:6]O.ClCCl.[C:13]1(C)[CH:18]=CC(S(O)(=O)=O)=C[CH:14]=1.S([O-])([O-])(=O)=[O:25].[Mg+2]. (3) Given the product [ClH:1].[CH3:25][C:24]1[CH:23]=[C:22]([OH:26])[C:21]([CH3:27])=[CH:20][C:19]=1[NH:18][C:2]1[CH:7]=[C:6]([C:8]([F:11])([F:10])[F:9])[N:5]=[C:4]([C:12]2[CH:17]=[N:16][CH:15]=[CH:14][N:13]=2)[N:3]=1, predict the reactants needed to synthesize it. The reactants are: [Cl:1][C:2]1[CH:7]=[C:6]([C:8]([F:11])([F:10])[F:9])[N:5]=[C:4]([C:12]2[CH:17]=[N:16][CH:15]=[CH:14][N:13]=2)[N:3]=1.[NH2:18][C:19]1[C:24]([CH3:25])=[CH:23][C:22]([OH:26])=[C:21]([CH3:27])[CH:20]=1. (4) Given the product [N:40]1[CH:41]=[CH:42][CH:43]=[N:44][C:39]=1[C:36]1[CH:37]=[CH:38][C:33]([C:26]2([OH:25])[CH2:31][CH2:30][CH:29]([NH:22][C@H:19]3[CH2:20][CH2:21][N:17]([C:15]([CH:12]4[CH2:11][CH2:10][N:9]([C:7]5[CH:6]=[CH:5][CH:4]=[C:3]([C:2]([F:1])([F:23])[F:24])[N:8]=5)[CH2:14][CH2:13]4)=[O:16])[CH2:18]3)[CH2:28][CH2:27]2)=[N:34][CH:35]=1, predict the reactants needed to synthesize it. The reactants are: [F:1][C:2]([F:24])([F:23])[C:3]1[N:8]=[C:7]([N:9]2[CH2:14][CH2:13][CH:12]([C:15]([N:17]3[CH2:21][CH2:20][C@H:19]([NH2:22])[CH2:18]3)=[O:16])[CH2:11][CH2:10]2)[CH:6]=[CH:5][CH:4]=1.[OH:25][C:26]1([C:33]2[CH:38]=[CH:37][C:36]([C:39]3[N:44]=[CH:43][CH:42]=[CH:41][N:40]=3)=[CH:35][N:34]=2)[CH2:31][CH2:30][C:29](=O)[CH2:28][CH2:27]1.C(O[BH-](OC(=O)C)OC(=O)C)(=O)C.[Na+].C(N(CC)CC)C. (5) Given the product [NH2:26][C:25]1[N:21]([CH2:20][CH2:19][CH2:18][NH:14][CH:15]([CH3:16])[CH3:17])[C:22]([S:30][C:31]2[N:35]([CH:36]([CH3:37])[CH3:38])[C:34]3[CH:39]=[CH:40][CH:41]=[CH:42][C:33]=3[N:32]=2)=[N:23][C:24]=1[C:27]([NH2:28])=[O:29], predict the reactants needed to synthesize it. The reactants are: C(O)(C(F)(F)F)=O.C(OC(=O)[N:14]([CH2:18][CH2:19][CH2:20][N:21]1[C:25]([NH2:26])=[C:24]([C:27](=[O:29])[NH2:28])[N:23]=[C:22]1[S:30][C:31]1[N:35]([CH:36]([CH3:38])[CH3:37])[C:34]2[CH:39]=[CH:40][CH:41]=[CH:42][C:33]=2[N:32]=1)[CH:15]([CH3:17])[CH3:16])(C)(C)C.